From a dataset of NCI-60 drug combinations with 297,098 pairs across 59 cell lines. Regression. Given two drug SMILES strings and cell line genomic features, predict the synergy score measuring deviation from expected non-interaction effect. (1) Drug 1: CC1=C(C=C(C=C1)NC2=NC=CC(=N2)N(C)C3=CC4=NN(C(=C4C=C3)C)C)S(=O)(=O)N.Cl. Drug 2: CC1=C(N=C(N=C1N)C(CC(=O)N)NCC(C(=O)N)N)C(=O)NC(C(C2=CN=CN2)OC3C(C(C(C(O3)CO)O)O)OC4C(C(C(C(O4)CO)O)OC(=O)N)O)C(=O)NC(C)C(C(C)C(=O)NC(C(C)O)C(=O)NCCC5=NC(=CS5)C6=NC(=CS6)C(=O)NCCC[S+](C)C)O. Cell line: SF-268. Synergy scores: CSS=-4.23, Synergy_ZIP=-6.31, Synergy_Bliss=-13.3, Synergy_Loewe=-30.4, Synergy_HSA=-15.8. (2) Drug 1: CC1C(C(CC(O1)OC2CC(CC3=C2C(=C4C(=C3O)C(=O)C5=C(C4=O)C(=CC=C5)OC)O)(C(=O)C)O)N)O.Cl. Drug 2: C1CN1P(=S)(N2CC2)N3CC3. Cell line: SN12C. Synergy scores: CSS=23.7, Synergy_ZIP=-11.6, Synergy_Bliss=-4.42, Synergy_Loewe=-7.11, Synergy_HSA=-1.70. (3) Drug 1: CN(C)N=NC1=C(NC=N1)C(=O)N. Drug 2: CCC(=C(C1=CC=CC=C1)C2=CC=C(C=C2)OCCN(C)C)C3=CC=CC=C3.C(C(=O)O)C(CC(=O)O)(C(=O)O)O. Cell line: A498. Synergy scores: CSS=4.00, Synergy_ZIP=-1.21, Synergy_Bliss=-2.06, Synergy_Loewe=-2.87, Synergy_HSA=-2.35. (4) Drug 1: CNC(=O)C1=CC=CC=C1SC2=CC3=C(C=C2)C(=NN3)C=CC4=CC=CC=N4. Drug 2: C1C(C(OC1N2C=NC3=C(N=C(N=C32)Cl)N)CO)O. Cell line: NCI-H226. Synergy scores: CSS=1.28, Synergy_ZIP=-0.232, Synergy_Bliss=-1.31, Synergy_Loewe=-4.19, Synergy_HSA=-3.88. (5) Drug 1: C1=CC(=CC=C1CCC2=CNC3=C2C(=O)NC(=N3)N)C(=O)NC(CCC(=O)O)C(=O)O. Drug 2: C1=CC(=CC=C1CCCC(=O)O)N(CCCl)CCCl. Cell line: HL-60(TB). Synergy scores: CSS=72.8, Synergy_ZIP=3.54, Synergy_Bliss=1.77, Synergy_Loewe=2.53, Synergy_HSA=4.20. (6) Cell line: HCT-15. Drug 1: CC1=C(C(=CC=C1)Cl)NC(=O)C2=CN=C(S2)NC3=CC(=NC(=N3)C)N4CCN(CC4)CCO. Synergy scores: CSS=3.24, Synergy_ZIP=-4.74, Synergy_Bliss=-1.02, Synergy_Loewe=-16.4, Synergy_HSA=-4.26. Drug 2: CCC1(C2=C(COC1=O)C(=O)N3CC4=CC5=C(C=CC(=C5CN(C)C)O)N=C4C3=C2)O.Cl. (7) Drug 1: C1CC(C1)(C(=O)O)C(=O)O.[NH2-].[NH2-].[Pt+2]. Drug 2: COC1=NC(=NC2=C1N=CN2C3C(C(C(O3)CO)O)O)N. Cell line: NCIH23. Synergy scores: CSS=20.7, Synergy_ZIP=-8.52, Synergy_Bliss=-1.08, Synergy_Loewe=-7.07, Synergy_HSA=-1.92.